From a dataset of Catalyst prediction with 721,799 reactions and 888 catalyst types from USPTO. Predict which catalyst facilitates the given reaction. Reactant: [C-:1]#[N:2].[K+].CS(O[CH2:9][CH2:10][CH:11]([C:25]1[CH:30]=[CH:29][C:28]([Cl:31])=[CH:27][C:26]=1[F:32])[C:12]1[C:20]2[C:15](=[C:16]([CH2:22][S:23][CH3:24])[CH:17]=[C:18]([F:21])[CH:19]=2)[NH:14][CH:13]=1)(=O)=O. Product: [Cl:31][C:28]1[CH:29]=[CH:30][C:25]([CH:11]([C:12]2[C:20]3[C:15](=[C:16]([CH2:22][S:23][CH3:24])[CH:17]=[C:18]([F:21])[CH:19]=3)[NH:14][CH:13]=2)[CH2:10][CH2:9][C:1]#[N:2])=[C:26]([F:32])[CH:27]=1. The catalyst class is: 16.